Predict which catalyst facilitates the given reaction. From a dataset of Catalyst prediction with 721,799 reactions and 888 catalyst types from USPTO. (1) Reactant: Br[C:2]1[CH:8]=[C:7]([N+:9]([O-:11])=[O:10])[CH:6]=[CH:5][C:3]=1[NH2:4].[CH2:12]1[CH2:14][CH2:13]1.[CH2:15](N(CC)CC)[CH3:16]. Product: [CH:12]1([C:15]#[C:16][C:2]2[CH:8]=[C:7]([N+:9]([O-:11])=[O:10])[CH:6]=[CH:5][C:3]=2[NH2:4])[CH2:14][CH2:13]1. The catalyst class is: 205. (2) The catalyst class is: 25. Reactant: [NH2:1][C:2]1[C:10]([Br:11])=[CH:9][CH:8]=[CH:7][C:3]=1[C:4]([OH:6])=O.CCCP1(OP(CCC)(=O)OP(CCC)(=O)O1)=O.[CH:30]([NH2:33])([CH3:32])[CH3:31]. Product: [NH2:1][C:2]1[C:10]([Br:11])=[CH:9][CH:8]=[CH:7][C:3]=1[C:4]([NH:33][CH:30]([CH3:32])[CH3:31])=[O:6].